The task is: Regression. Given a peptide amino acid sequence and an MHC pseudo amino acid sequence, predict their binding affinity value. This is MHC class II binding data.. This data is from Peptide-MHC class II binding affinity with 134,281 pairs from IEDB. (1) The peptide sequence is KHIVWASRELERFAV. The MHC is HLA-DQA10103-DQB10603 with pseudo-sequence HLA-DQA10103-DQB10603. The binding affinity (normalized) is 0.366. (2) The peptide sequence is GLLFSIMKNTTNARR. The MHC is DRB1_0401 with pseudo-sequence DRB1_0401. The binding affinity (normalized) is 0.935. (3) The peptide sequence is GELQIVDKIDVAFKI. The MHC is DRB5_0101 with pseudo-sequence DRB5_0101. The binding affinity (normalized) is 0.565. (4) The peptide sequence is MKEGRYEVRAELPGV. The MHC is HLA-DQA10401-DQB10402 with pseudo-sequence HLA-DQA10401-DQB10402. The binding affinity (normalized) is 0.238. (5) The peptide sequence is DGDLKRLRDLNQAVN. The MHC is DRB1_0301 with pseudo-sequence DRB1_0301. The binding affinity (normalized) is 0.399.